This data is from Reaction yield outcomes from USPTO patents with 853,638 reactions. The task is: Predict the reaction yield, written as a fraction of the theoretical maximum amount of product (1.0 means a 100% yield; for example, 0.34 means a 34% yield). (1) The reactants are [NH2:1][C:2]1[CH:3]=[CH:4][C:5]2[C:6](=[O:15])[C:7]3[C:12]([C:13]=2[CH:14]=1)=[CH:11][CH:10]=[CH:9][CH:8]=3.C(N(CC)CC)C.[Cl:23][CH2:24][C:25](Cl)=[O:26]. The catalyst is ClCCl. The product is [Cl:23][CH2:24][C:25]([NH:1][C:2]1[CH:3]=[CH:4][C:5]2[C:6](=[O:15])[C:7]3[C:12]([C:13]=2[CH:14]=1)=[CH:11][CH:10]=[CH:9][CH:8]=3)=[O:26]. The yield is 0.970. (2) The reactants are [CH3:1][O:2][C:3](=[O:25])[CH2:4][CH2:5][CH2:6][O:7][C:8]1[CH:13]=[CH:12][C:11]([CH2:14][C:15]([O:17]CC2C=CC=CC=2)=[O:16])=[CH:10][CH:9]=1. The catalyst is CCOC(C)=O.[Pd].[C]. The product is [CH3:1][O:2][C:3](=[O:25])[CH2:4][CH2:5][CH2:6][O:7][C:8]1[CH:13]=[CH:12][C:11]([CH2:14][C:15]([OH:17])=[O:16])=[CH:10][CH:9]=1. The yield is 1.00.